From a dataset of NCI-60 drug combinations with 297,098 pairs across 59 cell lines. Regression. Given two drug SMILES strings and cell line genomic features, predict the synergy score measuring deviation from expected non-interaction effect. (1) Drug 1: CCC1(CC2CC(C3=C(CCN(C2)C1)C4=CC=CC=C4N3)(C5=C(C=C6C(=C5)C78CCN9C7C(C=CC9)(C(C(C8N6C=O)(C(=O)OC)O)OC(=O)C)CC)OC)C(=O)OC)O.OS(=O)(=O)O. Drug 2: CCCCC(=O)OCC(=O)C1(CC(C2=C(C1)C(=C3C(=C2O)C(=O)C4=C(C3=O)C=CC=C4OC)O)OC5CC(C(C(O5)C)O)NC(=O)C(F)(F)F)O. Cell line: OVCAR-8. Synergy scores: CSS=52.7, Synergy_ZIP=0.369, Synergy_Bliss=1.94, Synergy_Loewe=-11.9, Synergy_HSA=3.17. (2) Drug 2: C1CCC(C(C1)N)N.C(=O)(C(=O)[O-])[O-].[Pt+4]. Drug 1: CN(CCCl)CCCl.Cl. Cell line: NCI/ADR-RES. Synergy scores: CSS=22.9, Synergy_ZIP=-4.70, Synergy_Bliss=2.67, Synergy_Loewe=-0.814, Synergy_HSA=2.32. (3) Drug 1: CC(C)(C#N)C1=CC(=CC(=C1)CN2C=NC=N2)C(C)(C)C#N. Drug 2: CN(CC1=CN=C2C(=N1)C(=NC(=N2)N)N)C3=CC=C(C=C3)C(=O)NC(CCC(=O)O)C(=O)O. Cell line: RXF 393. Synergy scores: CSS=24.8, Synergy_ZIP=2.02, Synergy_Bliss=2.60, Synergy_Loewe=-2.99, Synergy_HSA=2.71. (4) Drug 1: C1C(C(OC1N2C=NC3=C(N=C(N=C32)Cl)N)CO)O. Drug 2: CC(C)NC(=O)C1=CC=C(C=C1)CNNC.Cl. Cell line: M14. Synergy scores: CSS=56.7, Synergy_ZIP=-4.66, Synergy_Bliss=-9.47, Synergy_Loewe=-44.3, Synergy_HSA=-9.98. (5) Drug 1: CC1=C2C(C(=O)C3(C(CC4C(C3C(C(C2(C)C)(CC1OC(=O)C(C(C5=CC=CC=C5)NC(=O)OC(C)(C)C)O)O)OC(=O)C6=CC=CC=C6)(CO4)OC(=O)C)O)C)O. Drug 2: C1C(C(OC1N2C=NC(=NC2=O)N)CO)O. Cell line: UACC-257. Synergy scores: CSS=0.639, Synergy_ZIP=0.750, Synergy_Bliss=0.466, Synergy_Loewe=-26.6, Synergy_HSA=-2.26. (6) Drug 1: CN(CC1=CN=C2C(=N1)C(=NC(=N2)N)N)C3=CC=C(C=C3)C(=O)NC(CCC(=O)O)C(=O)O. Drug 2: CC1=C(C=C(C=C1)C(=O)NC2=CC(=CC(=C2)C(F)(F)F)N3C=C(N=C3)C)NC4=NC=CC(=N4)C5=CN=CC=C5. Cell line: EKVX. Synergy scores: CSS=19.6, Synergy_ZIP=-7.98, Synergy_Bliss=-4.63, Synergy_Loewe=-11.0, Synergy_HSA=-2.76.